From a dataset of Catalyst prediction with 721,799 reactions and 888 catalyst types from USPTO. Predict which catalyst facilitates the given reaction. Reactant: [H-].[Na+].[C:3]([O:12][CH2:13][CH:14]=[CH2:15])(=[O:11])[CH2:4][C:5]([O:7][CH2:8][CH:9]=[CH2:10])=[O:6].Br[CH2:17][CH2:18][CH2:19][CH2:20][C:21]([O:23][CH3:24])=[O:22]. Product: [CH:4]([C:5]([O:7][CH2:8][CH:9]=[CH2:10])=[O:6])([C:3]([O:12][CH2:13][CH:14]=[CH2:15])=[O:11])[CH2:17][CH2:18][CH2:19][CH2:20][C:21]([O:23][CH3:24])=[O:22]. The catalyst class is: 12.